Dataset: Full USPTO retrosynthesis dataset with 1.9M reactions from patents (1976-2016). Task: Predict the reactants needed to synthesize the given product. (1) Given the product [N:1]1([CH:16]2[CH2:12][CH2:13][N:14]([C:17]([O:19][C:20]([CH3:23])([CH3:22])[CH3:21])=[O:18])[CH2:15]2)[C:10]2[C:5](=[CH:6][CH:7]=[CH:8][CH:9]=2)[CH2:4][CH2:3][CH2:2]1, predict the reactants needed to synthesize it. The reactants are: [NH:1]1[C:10]2[C:5](=[CH:6][CH:7]=[CH:8][CH:9]=2)[CH2:4][CH2:3][CH2:2]1.O=[C:12]1[CH2:16][CH2:15][N:14]([C:17]([O:19][C:20]([CH3:23])([CH3:22])[CH3:21])=[O:18])[CH2:13]1.C(O[BH-](OC(=O)C)OC(=O)C)(=O)C.[Na+].C(O)(=O)C. (2) Given the product [Si:1]([O:8][CH2:9][C@H:10]([CH3:15])[C:11]([N:18]([O:19][CH3:20])[CH3:17])=[O:13])([C:4]([CH3:5])([CH3:6])[CH3:7])([CH3:2])[CH3:3], predict the reactants needed to synthesize it. The reactants are: [Si:1]([O:8][CH2:9][C@H:10]([CH3:15])[C:11]([O:13]C)=O)([C:4]([CH3:7])([CH3:6])[CH3:5])([CH3:3])[CH3:2].Cl.[CH3:17][NH:18][O:19][CH3:20].C([Mg]Cl)(C)C.